This data is from Full USPTO retrosynthesis dataset with 1.9M reactions from patents (1976-2016). The task is: Predict the reactants needed to synthesize the given product. Given the product [CH3:1][C:2]12[C:3]3([CH3:4])[N:14]([CH2:13][CH2:12][CH2:11][N:10]3[CH2:9][CH2:8][NH:7]1)[CH2:15][CH2:16][NH:17]2, predict the reactants needed to synthesize it. The reactants are: [CH3:1][C:2](=O)[C:3](=O)[CH3:4].[NH2:7][CH2:8][CH2:9][NH:10][CH2:11][CH2:12][CH2:13][NH:14][CH2:15][CH2:16][NH2:17].